From a dataset of Forward reaction prediction with 1.9M reactions from USPTO patents (1976-2016). Predict the product of the given reaction. (1) Given the reactants [Cl:1][C:2]1[N:6]([CH3:7])[N:5]=[C:4]([CH3:8])[C:3]=1[CH:9]=[O:10].C(=O)([O-])[O-].[K+].[K+].[Cl:17]Cl, predict the reaction product. The product is: [Cl:1][C:2]1[N:6]([CH3:7])[N:5]=[C:4]([CH3:8])[C:3]=1[C:9]([Cl:17])=[O:10]. (2) Given the reactants Br[C:2]1[CH:7]=[C:6]([F:8])[CH:5]=[C:4]([F:9])[CH:3]=1.CC(C1C=C(C(C)C)C(C2C=CC=CC=2P(C2CCCCC2)C2CCCCC2)=C(C(C)C)C=1)C.C(=O)([O-])[O-].[K+].[K+].[NH:50]1[CH2:55][CH2:54][O:53][CH2:52][CH2:51]1, predict the reaction product. The product is: [F:9][C:4]1[CH:3]=[C:2]([N:50]2[CH2:55][CH2:54][O:53][CH2:52][CH2:51]2)[CH:7]=[C:6]([F:8])[CH:5]=1. (3) Given the reactants [Si]([O:8][CH2:9][CH2:10]/[CH:11]=[CH:12]/[C:13]1[CH2:19][CH2:18][NH:17][C:16]2[N:20]=[CH:21][N:22]=[C:23]([NH:24][C:25]3[CH:30]=[CH:29][C:28]([O:31][C:32]4[CH:37]=[CH:36][CH:35]=[C:34]([C:38]([F:41])([F:40])[F:39])[CH:33]=4)=[C:27]([Cl:42])[CH:26]=3)[C:15]=2[CH:14]=1)(C(C)(C)C)(C)C.[Cl-].[NH4+], predict the reaction product. The product is: [Cl:42][C:27]1[CH:26]=[C:25]([NH:24][C:23]2[C:15]3[CH:14]=[C:13](/[CH:12]=[CH:11]/[CH2:10][CH2:9][OH:8])[CH2:19][CH2:18][NH:17][C:16]=3[N:20]=[CH:21][N:22]=2)[CH:30]=[CH:29][C:28]=1[O:31][C:32]1[CH:37]=[CH:36][CH:35]=[C:34]([C:38]([F:41])([F:39])[F:40])[CH:33]=1. (4) Given the reactants Br[C:2]1[CH:3]=[C:4]([CH:6]=[C:7]([C:9]([F:12])([F:11])[F:10])[CH:8]=1)[NH2:5].[CH3:13][N:14]([CH3:18])[CH2:15][C:16]#[CH:17], predict the reaction product. The product is: [NH2:5][C:4]1[CH:3]=[C:2]([CH2:17][C:16]#[C:15][N:14]([CH3:18])[CH3:13])[CH:8]=[C:7]([C:9]([F:12])([F:11])[F:10])[CH:6]=1. (5) Given the reactants [CH2:1]([O:3][C:4]1[CH:5]=[C:6]([CH:11]([OH:15])[C:12]([OH:14])=[O:13])[CH:7]=[CH:8][C:9]=1[OH:10])[CH3:2].[CH2:16]([O:18]C1C=CC=CC=1O)[CH3:17].[C:26]([OH:30])(=[O:29])[CH:27]=[O:28], predict the reaction product. The product is: [C:16]([O:15][CH:11]([C:6]1[CH:7]=[CH:8][C:9]([O:10][C:27](=[O:28])[CH3:26])=[C:4]([O:3][CH2:1][CH3:2])[CH:5]=1)[C:12]([OH:14])=[O:13])(=[O:18])[CH3:17].[C:1]([O:30][C:26](=[O:29])[CH3:27])(=[O:3])[CH3:2]. (6) Given the reactants [CH2:1]([NH2:8])[C:2]1[CH:7]=[CH:6][CH:5]=[CH:4][CH:3]=1.O[C:10]1[C:11]2[CH:19]=[CH:18][CH:17]=[C:16]([C:20]([NH2:22])=[O:21])[C:12]=2[N:13]=[N:14][N:15]=1, predict the reaction product. The product is: [CH2:1]([NH:8][C:10]1[C:11]2[CH:19]=[CH:18][CH:17]=[C:16]([C:20]([NH2:22])=[O:21])[C:12]=2[N:13]=[N:14][N:15]=1)[C:2]1[CH:7]=[CH:6][CH:5]=[CH:4][CH:3]=1. (7) Given the reactants [C:1]([O:5][C@@H:6]([C:11]1[C:16]([CH3:17])=[CH:15][N:14]2[N:18]=[C:19]([C:21]([OH:23])=O)[CH:20]=[C:13]2[C:12]=1[C:24]1[C:25]([CH3:35])=[C:26]2[C:31](=[C:32]([F:34])[CH:33]=1)[O:30][CH2:29][CH2:28][CH2:27]2)[C:7]([O:9]C)=[O:8])([CH3:4])([CH3:3])[CH3:2].[F:36][C:37]1[CH:42]=[CH:41][C:40]([CH2:43][NH2:44])=[CH:39][C:38]=1[CH3:45].CCN(C(C)C)C(C)C.CN(C(ON1N=NC2C=CC=NC1=2)=[N+](C)C)C.F[P-](F)(F)(F)(F)F.[OH-].[Na+], predict the reaction product. The product is: [C:1]([O:5][C@@H:6]([C:11]1[C:16]([CH3:17])=[CH:15][N:14]2[N:18]=[C:19]([C:21](=[O:23])[NH:44][CH2:43][C:40]3[CH:41]=[CH:42][C:37]([F:36])=[C:38]([CH3:45])[CH:39]=3)[CH:20]=[C:13]2[C:12]=1[C:24]1[C:25]([CH3:35])=[C:26]2[C:31](=[C:32]([F:34])[CH:33]=1)[O:30][CH2:29][CH2:28][CH2:27]2)[C:7]([OH:9])=[O:8])([CH3:2])([CH3:4])[CH3:3]. (8) Given the reactants Cl[C:2]1[C:11]2[C:6](=[CH:7][C:8]([O:12][CH3:13])=[CH:9][CH:10]=2)[CH:5]=[C:4]([NH:14][C:15]2[CH:19]=[C:18]([CH3:20])[NH:17][N:16]=2)[N:3]=1.[C:21]([C:23]1[CH:24]=[C:25](B(O)O)[CH:26]=[CH:27][CH:28]=1)#[N:22], predict the reaction product. The product is: [CH3:20][C:18]1[NH:17][N:16]=[C:15]([NH:14][C:4]2[N:3]=[C:2]([C:27]3[CH:28]=[C:23]([CH:24]=[CH:25][CH:26]=3)[C:21]#[N:22])[C:11]3[C:6]([CH:5]=2)=[CH:7][C:8]([O:12][CH3:13])=[CH:9][CH:10]=3)[CH:19]=1.